Dataset: Full USPTO retrosynthesis dataset with 1.9M reactions from patents (1976-2016). Task: Predict the reactants needed to synthesize the given product. (1) Given the product [F:1][C@H:2]1[C@H:6]([O:7][S:19]([CH3:18])(=[O:21])=[O:20])[CH2:5][N:4]([C:8]([O:10][CH2:11][C:12]2[CH:17]=[CH:16][CH:15]=[CH:14][CH:13]=2)=[O:9])[CH2:3]1, predict the reactants needed to synthesize it. The reactants are: [F:1][C@H:2]1[C@H:6]([OH:7])[CH2:5][N:4]([C:8]([O:10][CH2:11][C:12]2[CH:17]=[CH:16][CH:15]=[CH:14][CH:13]=2)=[O:9])[CH2:3]1.[CH3:18][S:19](Cl)(=[O:21])=[O:20].C(N(CC)CC)C. (2) The reactants are: [F:1][C:2]1[CH:10]=[C:9]2[C:5]([CH:6]=[N:7][N:8]2[CH3:11])=[CH:4][C:3]=1[CH:12]([C:14]1[N:18]2[N:19]=[C:20]([C:23]3[CH:24]=[N:25][N:26]([CH2:28][CH2:29][O:30]C4CCCCO4)[CH:27]=3)[CH:21]=[CH:22][C:17]2=[N:16][CH:15]=1)[CH3:13].Cl. Given the product [F:1][C:2]1[CH:10]=[C:9]2[C:5]([CH:6]=[N:7][N:8]2[CH3:11])=[CH:4][C:3]=1[CH:12]([C:14]1[N:18]2[N:19]=[C:20]([C:23]3[CH:24]=[N:25][N:26]([CH2:28][CH2:29][OH:30])[CH:27]=3)[CH:21]=[CH:22][C:17]2=[N:16][CH:15]=1)[CH3:13], predict the reactants needed to synthesize it. (3) Given the product [CH3:1][O:2][C:3](=[O:33])[N:4]=[C:5]([S:31][CH3:32])[C:6](=[N:7][C:8]1[CH:13]=[CH:12][C:11]([C:14]2[N:18]=[C:17]([CH3:19])[O:16][N:15]=2)=[CH:10][CH:9]=1)[C:20]1[CH:25]=[C:24]([O:26][CH3:27])[C:23]([O:28][CH3:29])=[C:22]([O:35][CH3:34])[CH:21]=1, predict the reactants needed to synthesize it. The reactants are: [CH3:1][O:2][C:3](=[O:33])[N:4]=[C:5]([S:31][CH3:32])[C:6]([C:20]1[CH:25]=[C:24]([O:26][CH3:27])[C:23]([O:28][CH3:29])=[CH:22][C:21]=1F)=[N:7][C:8]1[CH:13]=[CH:12][C:11]([C:14]2[N:18]=[C:17]([CH3:19])[O:16][N:15]=2)=[CH:10][CH:9]=1.[CH3:34][O:35]C1C=C(C=C(OC)C=1OC)C=O. (4) Given the product [CH3:1][C:2]1[CH:7]=[CH:6][N:5]=[CH:4][C:3]=1[N:8]1[CH2:12][CH2:11][N:10]([C:15]2[CH:16]=[C:17]3[C:21](=[CH:22][CH:23]=2)[N:20]([CH2:24][O:25][CH2:26][CH2:27][Si:28]([CH3:31])([CH3:30])[CH3:29])[N:19]=[CH:18]3)[C:9]1=[O:13], predict the reactants needed to synthesize it. The reactants are: [CH3:1][C:2]1[CH:7]=[CH:6][N:5]=[CH:4][C:3]=1[N:8]1[CH2:12][CH2:11][NH:10][C:9]1=[O:13].Br[C:15]1[CH:16]=[C:17]2[C:21](=[CH:22][CH:23]=1)[N:20]([CH2:24][O:25][CH2:26][CH2:27][Si:28]([CH3:31])([CH3:30])[CH3:29])[N:19]=[CH:18]2.N[C@@H]1CCCC[C@H]1N.C(=O)([O-])[O-].[K+].[K+].